Dataset: Reaction yield outcomes from USPTO patents with 853,638 reactions. Task: Predict the reaction yield, written as a fraction of the theoretical maximum amount of product (1.0 means a 100% yield; for example, 0.34 means a 34% yield). The reactants are [F:1][C:2]1[CH:7]=[C:6]([O:8][C:9]2[CH:14]=[CH:13][N:12]=[C:11]([NH:15][C:16]([N:18]3[CH2:21][CH:20]([OH:22])[CH2:19]3)=[O:17])[CH:10]=2)[C:5]([F:23])=[CH:4][C:3]=1[NH:24][C:25]([C:27]1([C:30]([NH:32][C:33]2[CH:38]=[CH:37][C:36]([F:39])=[CH:35][CH:34]=2)=[O:31])[CH2:29][CH2:28]1)=[O:26].Cl.[CH3:41][N:42]([CH3:47])[CH2:43][C:44](O)=[O:45].C(N(CC)CC)C.CN([P+](ON1N=NC2C=CC=CC1=2)(N(C)C)N(C)C)C.F[P-](F)(F)(F)(F)F. The catalyst is CN(C)C=O. The product is [F:1][C:2]1[CH:7]=[C:6]([O:8][C:9]2[CH:14]=[CH:13][N:12]=[C:11]([NH:15][C:16]([N:18]3[CH2:19][CH:20]([O:22][C:44](=[O:45])[CH2:43][N:42]([CH3:47])[CH3:41])[CH2:21]3)=[O:17])[CH:10]=2)[C:5]([F:23])=[CH:4][C:3]=1[NH:24][C:25]([C:27]1([C:30]([NH:32][C:33]2[CH:34]=[CH:35][C:36]([F:39])=[CH:37][CH:38]=2)=[O:31])[CH2:28][CH2:29]1)=[O:26]. The yield is 0.470.